This data is from Forward reaction prediction with 1.9M reactions from USPTO patents (1976-2016). The task is: Predict the product of the given reaction. (1) Given the reactants [CH3:1][C:2]1[CH:7]=[C:6]([CH3:8])[CH:5]=[CH:4][C:3]=1[N:9]1[CH2:14][CH2:13][NH:12][CH2:11][CH2:10]1.[CH:15]1[C:24]2[C:19](=[CH:20][CH:21]=[CH:22][CH:23]=2)[CH:18]=[CH:17][C:16]=1[S:25](Cl)(=[O:27])=[O:26].C(N(C(C)C)CC)(C)C, predict the reaction product. The product is: [CH3:1][C:2]1[CH:7]=[C:6]([CH3:8])[CH:5]=[CH:4][C:3]=1[N:9]1[CH2:10][CH2:11][N:12]([S:25]([C:16]2[CH:17]=[CH:18][C:19]3[C:24](=[CH:23][CH:22]=[CH:21][CH:20]=3)[CH:15]=2)(=[O:27])=[O:26])[CH2:13][CH2:14]1. (2) Given the reactants [S:1]1[C:5]2[CH:6]=[CH:7][C:8]([CH:10]([C:17]3[C:25]4[C:20](=[C:21]([CH2:26][S:27][CH3:28])[CH:22]=[CH:23][CH:24]=4)[NH:19][CH:18]=3)[CH2:11][C:12](OCC)=[O:13])=[CH:9][C:4]=2[CH:3]=[CH:2]1.ClC1C=CC(C(C2C3C(=C(CSC)C(F)=CC=3)NC=2)CCO)=CC=1, predict the reaction product. The product is: [S:1]1[C:5]2[CH:6]=[CH:7][C:8]([CH:10]([C:17]3[C:25]4[C:20](=[C:21]([CH2:26][S:27][CH3:28])[CH:22]=[CH:23][CH:24]=4)[NH:19][CH:18]=3)[CH2:11][CH2:12][OH:13])=[CH:9][C:4]=2[CH:3]=[CH:2]1. (3) Given the reactants [CH2:1]([C:4]1[C:12]2[C:11](=[O:13])[N:10]([CH3:14])[C:9](=[O:15])[N:8]([CH3:16])[C:7]=2[S:6][C:5]=1[C:17]([O:19]CC)=[O:18])[CH:2]=[CH2:3].[OH-].[K+], predict the reaction product. The product is: [CH2:1]([C:4]1[C:12]2[C:11](=[O:13])[N:10]([CH3:14])[C:9](=[O:15])[N:8]([CH3:16])[C:7]=2[S:6][C:5]=1[C:17]([OH:19])=[O:18])[CH:2]=[CH2:3]. (4) The product is: [CH2:14]([C:13]([C:18]1[CH:23]=[CH:22][C:21]([C:24]#[C:25][CH:26]([O:37][C:38](=[O:40])[CH3:39])[C:27]([CH3:36])([C:28]([F:29])([F:31])[F:30])[C:32]([F:33])([F:34])[F:35])=[C:20]([CH3:41])[CH:19]=1)([C:10]1[CH:11]=[CH:12][C:7]([OH:6])=[C:8]([CH3:42])[CH:9]=1)[CH2:16][CH3:17])[CH3:15]. Given the reactants C([Si](C)(C)[O:6][C:7]1[CH:12]=[CH:11][C:10]([C:13]([C:18]2[CH:23]=[CH:22][C:21]([C:24]#[C:25][CH:26]([O:37][C:38](=[O:40])[CH3:39])[C:27]([CH3:36])([C:32]([F:35])([F:34])[F:33])[C:28]([F:31])([F:30])[F:29])=[C:20]([CH3:41])[CH:19]=2)([CH2:16][CH3:17])[CH2:14][CH3:15])=[CH:9][C:8]=1[CH3:42])(C)(C)C.C(OCC)(=O)C, predict the reaction product. (5) The product is: [CH3:1][O:2][C:3]([C:5]1[C:6](=[O:17])[S:7][C:8]2[C:13]([C:14]=1[OH:15])=[CH:12][C:11]([C:22]1[CH:23]=[CH:24][C:19]([F:18])=[CH:20][CH:21]=1)=[CH:10][CH:9]=2)=[O:4]. Given the reactants [CH3:1][O:2][C:3]([C:5]1[C:6](=[O:17])[S:7][C:8]2[C:13]([C:14]=1[OH:15])=[CH:12][C:11](Br)=[CH:10][CH:9]=2)=[O:4].[F:18][C:19]1[CH:24]=[CH:23][C:22](B(O)O)=[CH:21][CH:20]=1, predict the reaction product.